From a dataset of Reaction yield outcomes from USPTO patents with 853,638 reactions. Predict the reaction yield, written as a fraction of the theoretical maximum amount of product (1.0 means a 100% yield; for example, 0.34 means a 34% yield). (1) The reactants are [NH2:1][C:2]1[CH:7]=[CH:6][C:5]([S:8]([NH:11][CH:12]2[CH2:15][CH2:14][CH2:13]2)(=[O:10])=[O:9])=[CH:4][CH:3]=1.[Br:16][C:17]1[CH:18]=[C:19]([CH:22]=[CH:23][CH:24]=1)[CH:20]=O.[CH2:25]=[C:26]([CH3:28])[CH3:27].FC(F)(F)S([O-])(=O)=O.[Yb+3].FC(F)(F)S([O-])(=O)=O.FC(F)(F)S([O-])(=O)=O. The catalyst is C(#N)C.C(OCC)(=O)C. The product is [CH:12]1([NH:11][S:8]([C:5]2[CH:6]=[C:7]3[C:2](=[CH:3][CH:4]=2)[NH:1][CH:20]([C:19]2[CH:22]=[CH:23][CH:24]=[C:17]([Br:16])[CH:18]=2)[CH2:25][C:26]3([CH3:28])[CH3:27])(=[O:10])=[O:9])[CH2:15][CH2:14][CH2:13]1. The yield is 0.400. (2) The reactants are [Br:1][C:2]1[CH:7]=[C:6]([C:8]2[C:9]([C:15]3[CH:20]=[CH:19][CH:18]=[CH:17][CH:16]=3)=[N:10][O:11][C:12]=2[CH2:13]Br)[CH:5]=[CH:4][N:3]=1.[NH:21]1[CH2:26][CH2:25][O:24][CH2:23][CH2:22]1.C([O-])([O-])=O.[K+].[K+]. The catalyst is CN(C=O)C.[Cl-].[Na+].O. The product is [Br:1][C:2]1[CH:7]=[C:6]([C:8]2[C:9]([C:15]3[CH:20]=[CH:19][CH:18]=[CH:17][CH:16]=3)=[N:10][O:11][C:12]=2[CH2:13][N:21]2[CH2:26][CH2:25][O:24][CH2:23][CH2:22]2)[CH:5]=[CH:4][N:3]=1. The yield is 0.940. (3) The reactants are [NH2:1][C:2]1[CH:3]=[C:4]2[C:8](=[CH:9][CH:10]=1)[NH:7][C:6](=[O:11])[CH2:5]2.[C:12](Cl)(=[O:14])[CH3:13].C(OCC)(=O)C. The catalyst is O1CCCC1. The product is [O:11]=[C:6]1[CH2:5][C:4]2[C:8](=[CH:9][CH:10]=[C:2]([NH:1][C:12](=[O:14])[CH3:13])[CH:3]=2)[NH:7]1. The yield is 0.889. (4) The reactants are B(O)(O)[C@H]1N(C([C@@H](N)C(C)C)=O)CCC1.CS(O)(=O)=O.[CH3:21][N:22]([CH3:38])[CH2:23][C@@H:24]([CH3:37])[C@:25]([C:29]1[CH:34]=[CH:33][CH:32]=[C:31]([O:35][CH3:36])[CH:30]=1)([OH:28])[CH2:26][CH3:27].CN(C)C[C@H](C)[C@@](C1C=CC=C(OC)C=1)(O)CC.[ClH:57]. The catalyst is CC(C)=O.O. The product is [ClH:57].[CH3:38][N:22]([CH3:21])[CH2:23][C@@H:24]([CH3:37])[C@:25]([C:29]1[CH:34]=[CH:33][CH:32]=[C:31]([O:35][CH3:36])[CH:30]=1)([OH:28])[CH2:26][CH3:27]. The yield is 0.850. (5) The product is [Br:1][C:2]1[S:6][C:5]([C:7]([O:9][CH3:10])=[O:8])=[C:4]([NH:11][CH2:12][C:13]2[CH:19]=[CH:20][CH:21]=[C:22]([N+:26]([O-:28])=[O:27])[CH:23]=2)[CH:3]=1. The reactants are [Br:1][C:2]1[S:6][C:5]([C:7]([O:9][CH3:10])=[O:8])=[C:4]([NH:11][C:12](=O)[C:13](F)(F)F)[CH:3]=1.Br[CH2:19][C:20]1C=C[CH:23]=[C:22]([N+:26]([O-:28])=[O:27])[CH:21]=1.C(=O)([O-])[O-].[Cs+].[Cs+].C(=O)([O-])[O-].[K+].[K+]. The yield is 0.880. The catalyst is O.CO.CN(C=O)C. (6) The reactants are [C:1](C1NC=CN=1)(C1NC=CN=1)=[O:2].[Cl:13][C:14]1[S:41][C:17]2[NH:18][C:19]([C:21]([NH:23][CH:24]3[CH2:33][C:32]4[C:27](=[CH:28][CH:29]=[CH:30][CH:31]=4)[N:26]([CH2:34][CH:35]([CH2:38][OH:39])[CH2:36][OH:37])[C:25]3=[O:40])=[O:22])=[CH:20][C:16]=2[CH:15]=1. The catalyst is CN(C1C=CN=CC=1)C. The product is [Cl:13][C:14]1[S:41][C:17]2[NH:18][C:19]([C:21]([NH:23][CH:24]3[CH2:33][C:32]4[C:27](=[CH:28][CH:29]=[CH:30][CH:31]=4)[N:26]([CH2:34][CH:35]4[CH2:38][O:39][C:1](=[O:2])[O:37][CH2:36]4)[C:25]3=[O:40])=[O:22])=[CH:20][C:16]=2[CH:15]=1. The yield is 0.680. (7) The reactants are [C:1]([C:5]1[CH:6]=[CH:7][C:8]2[CH2:9][C:10]3[C:15]([C:16]=2[CH:17]=1)=[CH:14][C:13]([C:18]([CH3:21])([CH3:20])[CH3:19])=[CH:12][CH:11]=3)([CH3:4])([CH3:3])[CH3:2].CCCCCC.C([Li])CCC.[CH3:33][C:34]([C:40]1[CH:41]=[CH:42][C:43](=[C:45]([CH3:47])[CH3:46])[CH:44]=1)([CH3:39])[CH2:35][CH:36]([CH3:38])[CH3:37]. The catalyst is C1COCC1.CCOCC.O. The product is [CH3:39][C:34]([C:40]1[CH:41]=[CH:42][CH:43]([C:45]([C:11]2[C:10]3[CH2:9][C:8]4[C:16](=[CH:17][C:5]([C:1]([CH3:4])([CH3:3])[CH3:2])=[CH:6][CH:7]=4)[C:15]=3[CH:14]=[C:13]([C:18]([CH3:21])([CH3:20])[CH3:19])[CH:12]=2)([CH3:47])[CH3:46])[CH:44]=1)([CH3:33])[CH2:35][CH:36]([CH3:38])[CH3:37]. The yield is 0.740.